From a dataset of Reaction yield outcomes from USPTO patents with 853,638 reactions. Predict the reaction yield, written as a fraction of the theoretical maximum amount of product (1.0 means a 100% yield; for example, 0.34 means a 34% yield). (1) The reactants are [C:1]([C:3]1[CH:4]=[C:5]2[C:10](=[CH:11][CH:12]=1)[CH:9]=[C:8]([NH:13][C:14](=[O:20])[O:15][C:16]([CH3:19])([CH3:18])[CH3:17])[CH:7]=[CH:6]2)#[N:2].C1C(=O)N([Br:28])C(=O)C1. The catalyst is CC#N. The product is [Br:28][C:9]1[C:10]2[C:5](=[CH:4][C:3]([C:1]#[N:2])=[CH:12][CH:11]=2)[CH:6]=[CH:7][C:8]=1[NH:13][C:14](=[O:20])[O:15][C:16]([CH3:17])([CH3:19])[CH3:18]. The yield is 0.910. (2) The reactants are C(NCC)C.[C:6]([O:10][C:11](=[O:39])[NH:12][CH:13]1[CH2:18][O:17][CH:16]([CH2:19][CH2:20][NH:21]C(OCC2C3C=CC=CC=3C3C2=CC=CC=3)=O)[O:15][CH2:14]1)([CH3:9])([CH3:8])[CH3:7]. The catalyst is C(#N)C. The product is [C:6]([O:10][C:11](=[O:39])[NH:12][CH:13]1[CH2:18][O:17][CH:16]([CH2:19][CH2:20][NH2:21])[O:15][CH2:14]1)([CH3:9])([CH3:7])[CH3:8]. The yield is 0.842.